This data is from Forward reaction prediction with 1.9M reactions from USPTO patents (1976-2016). The task is: Predict the product of the given reaction. (1) Given the reactants [CH2:1]([C:3]1[CH:10]=[CH:9][C:6]([C:7]#[N:8])=[C:5]([F:11])[CH:4]=1)[CH3:2].[H-].[H-].[H-].[H-].[Li+].[Al+3], predict the reaction product. The product is: [CH2:1]([C:3]1[CH:10]=[CH:9][C:6]([CH2:7][NH2:8])=[C:5]([F:11])[CH:4]=1)[CH3:2]. (2) Given the reactants [CH3:1][C:2]1[CH:10]=[C:9]([C:11]#[C:12][Se:13][C:14]2[CH:23]=[C:22]([OH:24])[C:21]3[C:20]([CH3:26])([CH3:25])[CH2:19][CH2:18][C:17]([CH3:28])([CH3:27])[C:16]=3[CH:15]=2)[CH:8]=[CH:7][C:3]=1[C:4]([OH:6])=[O:5].C(=O)([O-])[O-].[K+].[K+].[F:35][C:36]1[CH:43]=[C:42]([F:44])[CH:41]=[CH:40][C:37]=1[CH2:38]Br, predict the reaction product. The product is: [CH3:1][C:2]1[CH:10]=[C:9]([C:11]#[C:12][Se:13][C:14]2[CH:23]=[C:22]([O:24][CH2:38][C:37]3[CH:40]=[CH:41][C:42]([F:44])=[CH:43][C:36]=3[F:35])[C:21]3[C:20]([CH3:26])([CH3:25])[CH2:19][CH2:18][C:17]([CH3:28])([CH3:27])[C:16]=3[CH:15]=2)[CH:8]=[CH:7][C:3]=1[C:4]([OH:6])=[O:5]. (3) Given the reactants Cl[CH2:2][C:3]1[CH:8]=[CH:7][C:6]([C:9]2[C:10]([NH:15][S:16]([C:19]3[CH:24]=[CH:23][CH:22]=[CH:21][C:20]=3[C:25]([F:28])([F:27])[F:26])(=[O:18])=[O:17])=[N:11][CH:12]=[CH:13][N:14]=2)=[CH:5][CH:4]=1.[CH3:29][NH:30][C:31]1[CH:38]=[CH:37][C:34]([C:35]#[N:36])=[CH:33][CH:32]=1, predict the reaction product. The product is: [C:35]([C:34]1[CH:37]=[CH:38][C:31]([N:30]([CH2:2][C:3]2[CH:8]=[CH:7][C:6]([C:9]3[C:10]([NH:15][S:16]([C:19]4[CH:24]=[CH:23][CH:22]=[CH:21][C:20]=4[C:25]([F:28])([F:27])[F:26])(=[O:18])=[O:17])=[N:11][CH:12]=[CH:13][N:14]=3)=[CH:5][CH:4]=2)[CH3:29])=[CH:32][CH:33]=1)#[N:36]. (4) The product is: [C:11]([OH:13])(=[O:12])[C:10]([CH3:16])=[CH2:15].[CH3:29][C:31]12[CH2:40][CH:35]3[CH2:34][CH:33]([CH2:39][CH:37]([CH2:36]3)[CH2:38]1)[CH2:32]2.[C:29]([O-:30])(=[O:28])[C:31]([CH3:38])=[CH2:32]. Given the reactants C12CC(CC1)C=C2.N([C:10]([CH3:16])([CH3:15])[C:11]([O:13]C)=[O:12])=N[C:10]([CH3:16])([CH3:15])[C:11]([O:13]C)=[O:12].CC(OC(=O)C(C)=C)(C)CC[O:28][C:29]([C:31]12[CH2:40][CH:35]3[CH2:36][CH:37]([CH2:39][CH:33]([CH2:34]3)[CH2:32]1)[CH2:38]2)=[O:30], predict the reaction product. (5) The product is: [CH:17]1([O:16][C:10]2[CH:9]=[C:8]3[C:13]([C:14]([OH:15])=[C:5]([C:3]([NH:24][C@@H:25]([CH3:26])[C:27]([OH:29])=[O:28])=[O:4])[C:6](=[O:23])[O:7]3)=[CH:12][CH:11]=2)[CH2:22][CH2:21][CH2:20][CH2:19][CH2:18]1. Given the reactants CO[C:3]([C:5]1[C:6](=[O:23])[O:7][C:8]2[C:13]([C:14]=1[OH:15])=[CH:12][CH:11]=[C:10]([O:16][CH:17]1[CH2:22][CH2:21][CH2:20][CH2:19][CH2:18]1)[CH:9]=2)=[O:4].[NH2:24][C@H:25]([C:27]([OH:29])=[O:28])[CH3:26].C[O-].[Na+], predict the reaction product. (6) Given the reactants [I:1][C:2]1[CH:7]=[CH:6][N:5]=[C:4]([N:8]2[C:16]3[CH2:15][C:14]([CH3:18])([CH3:17])[CH2:13][CH2:12][C:11]=3[C:10]([C:19]([OH:21])=O)=[N:9]2)[CH:3]=1.[Cl-].[NH4+:23], predict the reaction product. The product is: [I:1][C:2]1[CH:7]=[CH:6][N:5]=[C:4]([N:8]2[C:16]3[CH2:15][C:14]([CH3:18])([CH3:17])[CH2:13][CH2:12][C:11]=3[C:10]([C:19]([NH2:23])=[O:21])=[N:9]2)[CH:3]=1. (7) Given the reactants [N:1]1[O:2][N:3]=[C:4]2[CH:9]=[C:8]([C:10]3[CH:11]=[C:12]([CH:22]([CH2:28][CH:29]([CH3:31])[CH3:30])[C:23]([O:25]CC)=[O:24])[CH:13]=[C:14]([Cl:21])[C:15]=3[O:16][CH2:17][CH:18]3[CH2:20][CH2:19]3)[CH:7]=[CH:6][C:5]=12.CO.O.O[Li].O, predict the reaction product. The product is: [N:1]1[O:2][N:3]=[C:4]2[CH:9]=[C:8]([C:10]3[CH:11]=[C:12]([CH:22]([CH2:28][CH:29]([CH3:31])[CH3:30])[C:23]([OH:25])=[O:24])[CH:13]=[C:14]([Cl:21])[C:15]=3[O:16][CH2:17][CH:18]3[CH2:20][CH2:19]3)[CH:7]=[CH:6][C:5]=12. (8) Given the reactants C(OC(=O)[NH:7][C@H:8]1[CH2:13][C@@H:12]([C:14]2[CH:19]=[CH:18][CH:17]=[CH:16][CH:15]=2)[C@@H:11]([CH3:20])[N:10]([CH2:21][CH:22]([CH3:24])[CH3:23])[C:9]1=[O:25])(C)(C)C, predict the reaction product. The product is: [NH2:7][C@H:8]1[CH2:13][C@@H:12]([C:14]2[CH:15]=[CH:16][CH:17]=[CH:18][CH:19]=2)[C@@H:11]([CH3:20])[N:10]([CH2:21][CH:22]([CH3:24])[CH3:23])[C:9]1=[O:25].